Dataset: CYP2C19 inhibition data for predicting drug metabolism from PubChem BioAssay. Task: Regression/Classification. Given a drug SMILES string, predict its absorption, distribution, metabolism, or excretion properties. Task type varies by dataset: regression for continuous measurements (e.g., permeability, clearance, half-life) or binary classification for categorical outcomes (e.g., BBB penetration, CYP inhibition). Dataset: cyp2c19_veith. (1) The drug is O=C(Cn1c(-c2cscn2)nc2ccccc21)Nc1cc(F)ccc1F. The result is 1 (inhibitor). (2) The drug is O=c1c(-c2cccc(F)c2)nc2cncnc2n1Cc1ccccc1. The result is 1 (inhibitor). (3) The drug is CCCCNC(=O)Cc1coc2ccc3ccccc3c12. The result is 1 (inhibitor). (4) The compound is C[C@@]12C(=O)OC(=O)[C@@]1(C)[C@@H]1CC[C@@H]2O1. The result is 0 (non-inhibitor). (5) The molecule is Cc1ccc(/C=C/c2ccc(=O)[nH]n2)cc1. The result is 1 (inhibitor). (6) The drug is COc1ccc(/C=C2\N=C(SC)N(C)C2=O)cc1. The result is 1 (inhibitor). (7) The molecule is c1cncc(-c2nccc(NCc3cccs3)n2)c1. The result is 1 (inhibitor).